From a dataset of Experimentally validated miRNA-target interactions with 360,000+ pairs, plus equal number of negative samples. Binary Classification. Given a miRNA mature sequence and a target amino acid sequence, predict their likelihood of interaction. (1) The miRNA is hsa-miR-335-5p with sequence UCAAGAGCAAUAACGAAAAAUGU. The protein sequence of the target gene is MEREPAGTEEPGPPGRRRRREGRTRTVRSNLLPPPGAEDPAAGAAKGERRRRRGCAQHLADNRLKTTKYTLLSFLPKNLFEQFHRPANVYFVFIALLNFVPAVNAFQPGLALAPVLFILAITAFRDLWEDYSRHRSDHKINHLGCLVFSREEKKYVNRFWKEIHVGDFVRLRCNEIFPADILLLSSSDPDGLCHIETANLDGETNLKRRQVVRGFSELVSEFNPLTFTSVIECEKPNNDLSRFRGCIIHDNGKKAGLYKENLLLRGCTLRNTDAVVGIVIYAGHETKALLNNSGPRYKRS.... Result: 1 (interaction). (2) The miRNA is hsa-miR-636 with sequence UGUGCUUGCUCGUCCCGCCCGCA. The protein sequence of the target gene is MSYMPAQNRTMSHNNQYNPPDLPPMVSAKEQTLMWQQNSYLGDSGIHSGAVTQVPSLSGKEDEEMEGDPLMFDLDTGFPQNFTQDQVDDMNQQLSQTRSQRVRAAMFPETLEEGIEIPSTQFDPQQPTAVQRLSEPSQMLKHAVVNLINYQDDAELATRAIPELIKLLNDEDQVVVSQAAMMVHQLSKKEASRHAIMNSPQMVAALVRAISNSNDLESTKAAVGTLHNLSHHRQGLLAIFKSGGIPALVKLLSSPVESVLFYAITTLHNLLLHQDGSKMAVRLAGGLQKMVTLLQRNNVK.... Result: 0 (no interaction). (3) The miRNA is hsa-miR-6800-3p with sequence CACCUCUCCUGGCAUCGCCCC. The protein sequence of the target gene is MAGEITETGELYSSYVGLVYMFNLIVGTGALTMPKAFATAGWLVSLVLLVFLGFMSFVTTTFVIEAMAAANAQLHWKRMENLKEEEDDDSSTASDSDVLIRDNYERAEKRPILSVQRRGSPNPFEITDRVEMGQMASMFFNKVGVNLFYFCIIVYLYGDLAIYAAAVPFSLMQVTCSATGNDSCGVEADTKYNDTDRCWGPLRRVDAYRIYLAIFTLLLGPFTFFDVQKTKYLQILTSLMRWIAFAVMIVLALIRIGHGQGEGHPPLADFSGVRNLFGVCVYSFMCQHSLPSLITPVSSK.... Result: 0 (no interaction). (4) The miRNA is mmu-miR-421-5p with sequence CUCAUUAAAUGUUUGUUGAAU. The protein sequence of the target gene is MAAVRGVRVVGSSPGLLLGRGMRAFLLLLWLAARGSALYFHIGETEKKCFIEEIPDETMVIGNYRTQLYDKQREEYQPATPGLGMFVEVKDPEDKVILARQYGSEGRFTFTSHTPGEHQICLHSNSTKFSLFAGGMLRVHLDIQVGEHANDYAEIAAKDKLSELQLRVRQLVEQVEQIQKEQNYQRWREERFRQTSESTNQRVLWWSILQTLILVAIGVWQMRHLKSFFEAKKLV. Result: 0 (no interaction). (5) The miRNA is hsa-miR-5047 with sequence UUGCAGCUGCGGUUGUAAGGU. The protein sequence of the target gene is MASFPETDFQICLLCKEMCGSPAPLSSNSSASSSSSQTSTSSGGGGGGPGAAARRLHVLPCLHAFCRPCLEAHRLPAAGGGAAGEPLKLRCPVCDQKVVLAEAAGMDALPSSAFLLSNLLDAVVATADEPPPKNGRAGAPAGAGGHSNHRHHAHHAHPRASASAPPLPQAPQPPAPSRSAPGGPAASPSALLLRRPHGCSSCDEGNAASSRCLDCQEHLCDNCVRAHQRVRLTKDHYIERGPPGPGAAAAAQQLGLGPPFPGPPFSILSVFPERLGFCQHHDDEVLHLYCDTCSVPICRE.... Result: 0 (no interaction).